This data is from Catalyst prediction with 721,799 reactions and 888 catalyst types from USPTO. The task is: Predict which catalyst facilitates the given reaction. (1) Reactant: [O:1]=[CH:2][C@@H:3]([C@H:5]([C@@H:7]([C@@H:9]([CH2:11][OH:12])[OH:10])[OH:8])[OH:6])[OH:4].FC(F)(F)S(O)(=O)=O.[CH2:21](O)[CH:22]=[CH2:23].[C:25](Cl)([C:38]1[CH:43]=[CH:42][CH:41]=[CH:40][CH:39]=1)(C1C=CC=CC=1)C1C=CC=CC=1.[CH2:45](Cl)[C:46]1[CH:51]=[CH:50][CH:49]=[CH:48][CH:47]=1.[H-].[Na+]. Product: [CH2:21]([O:1][CH:2]1[O:10][C@H:9]([CH2:11][OH:12])[C@@H:7]([O:8][CH2:45][C:46]2[CH:51]=[CH:50][CH:49]=[CH:48][CH:47]=2)[C@H:5]([O:6][CH2:25][C:38]2[CH:43]=[CH:42][CH:41]=[CH:40][CH:39]=2)[C@H:3]1[O:4][CH2:25][C:38]1[CH:39]=[CH:40][CH:41]=[CH:42][CH:43]=1)[CH:22]=[CH2:23]. The catalyst class is: 66. (2) The catalyst class is: 24. Product: [Br:1][C:2]1[CH:10]=[CH:9][C:8]2[N:7]3[CH2:11][CH2:12][CH:13]([O:14][Si:21]([C:18]([CH3:20])([CH3:19])[CH3:17])([CH3:23])[CH3:22])[C:6]3=[CH:5][C:4]=2[CH:3]=1. Reactant: [Br:1][C:2]1[CH:10]=[CH:9][C:8]2[N:7]3[CH2:11][CH2:12][C:13](=[O:14])[C:6]3=[CH:5][C:4]=2[CH:3]=1.[BH4-].[Na+].[CH3:17][C:18]([Si:21](Cl)([CH3:23])[CH3:22])([CH3:20])[CH3:19].N1C=CN=C1. (3) Reactant: [N:1]1([CH2:10][C:11]([C:13]2[CH:14]=[C:15]([C:19]3[CH:23]=[C:22]([CH2:24][CH:25]([CH3:27])[CH3:26])[S:21][C:20]=3[S:28]([NH:31]C(C)(C)C)(=[O:30])=[O:29])[CH:16]=[CH:17][CH:18]=2)=[O:12])[C:5]2[CH:6]=[CH:7][CH:8]=[CH:9][C:4]=2[N:3]=[CH:2]1.B(Cl)(Cl)Cl.C([O-])([O-])=O.[Na+].[Na+].Cl[C:47]([O:49][CH2:50][CH2:51][CH2:52][CH3:53])=[O:48]. Product: [CH2:50]([O:49][C:47]([NH:31][S:28]([C:20]1[S:21][C:22]([CH2:24][CH:25]([CH3:27])[CH3:26])=[CH:23][C:19]=1[C:15]1[CH:16]=[CH:17][CH:18]=[C:13]([C:11](=[O:12])[CH2:10][N:1]2[C:5]3[CH:6]=[CH:7][CH:8]=[CH:9][C:4]=3[N:3]=[CH:2]2)[CH:14]=1)(=[O:29])=[O:30])=[O:48])[CH2:51][CH2:52][CH3:53]. The catalyst class is: 34.